Dataset: NCI-60 drug combinations with 297,098 pairs across 59 cell lines. Task: Regression. Given two drug SMILES strings and cell line genomic features, predict the synergy score measuring deviation from expected non-interaction effect. (1) Drug 1: C1=CC(=C2C(=C1NCCNCCO)C(=O)C3=C(C=CC(=C3C2=O)O)O)NCCNCCO. Drug 2: C1CN(P(=O)(OC1)NCCCl)CCCl. Cell line: MOLT-4. Synergy scores: CSS=37.9, Synergy_ZIP=-2.41, Synergy_Bliss=-7.28, Synergy_Loewe=-33.7, Synergy_HSA=-6.81. (2) Drug 2: CC1=C(C(=CC=C1)Cl)NC(=O)C2=CN=C(S2)NC3=CC(=NC(=N3)C)N4CCN(CC4)CCO. Drug 1: C1C(C(OC1N2C=C(C(=O)NC2=O)F)CO)O. Synergy scores: CSS=38.1, Synergy_ZIP=-0.207, Synergy_Bliss=1.30, Synergy_Loewe=-0.369, Synergy_HSA=1.53. Cell line: A549. (3) Drug 1: C1CCC(C1)C(CC#N)N2C=C(C=N2)C3=C4C=CNC4=NC=N3. Drug 2: CCCS(=O)(=O)NC1=C(C(=C(C=C1)F)C(=O)C2=CNC3=C2C=C(C=N3)C4=CC=C(C=C4)Cl)F. Cell line: MCF7. Synergy scores: CSS=0.191, Synergy_ZIP=0.849, Synergy_Bliss=2.04, Synergy_Loewe=-1.28, Synergy_HSA=-0.508. (4) Drug 1: CCN(CC)CCNC(=O)C1=C(NC(=C1C)C=C2C3=C(C=CC(=C3)F)NC2=O)C. Drug 2: CCC1(CC2CC(C3=C(CCN(C2)C1)C4=CC=CC=C4N3)(C5=C(C=C6C(=C5)C78CCN9C7C(C=CC9)(C(C(C8N6C)(C(=O)OC)O)OC(=O)C)CC)OC)C(=O)OC)O.OS(=O)(=O)O. Cell line: SNB-19. Synergy scores: CSS=8.65, Synergy_ZIP=-0.567, Synergy_Bliss=3.03, Synergy_Loewe=5.65, Synergy_HSA=3.94. (5) Drug 1: C1=CC=C(C=C1)NC(=O)CCCCCCC(=O)NO. Drug 2: CNC(=O)C1=NC=CC(=C1)OC2=CC=C(C=C2)NC(=O)NC3=CC(=C(C=C3)Cl)C(F)(F)F. Cell line: M14. Synergy scores: CSS=4.39, Synergy_ZIP=0.281, Synergy_Bliss=2.81, Synergy_Loewe=-2.66, Synergy_HSA=0.798.